Dataset: Peptide-MHC class II binding affinity with 134,281 pairs from IEDB. Task: Regression. Given a peptide amino acid sequence and an MHC pseudo amino acid sequence, predict their binding affinity value. This is MHC class II binding data. (1) The peptide sequence is TLYGPQLSQKIVQIN. The MHC is HLA-DPA10201-DPB10101 with pseudo-sequence HLA-DPA10201-DPB10101. The binding affinity (normalized) is 0.484. (2) The peptide sequence is AAATAGTTVYGAFAY. The MHC is HLA-DQA10401-DQB10402 with pseudo-sequence HLA-DQA10401-DQB10402. The binding affinity (normalized) is 0.606. (3) The peptide sequence is GKEFIRCLALPFRGY. The MHC is DRB1_0901 with pseudo-sequence DRB1_0901. The binding affinity (normalized) is 0.699. (4) The peptide sequence is PFLLAQFTSAICSVV. The MHC is DRB4_0101 with pseudo-sequence DRB4_0103. The binding affinity (normalized) is 0.334. (5) The peptide sequence is IRQKLTTNEKWLSIC. The MHC is DRB1_0101 with pseudo-sequence DRB1_0101. The binding affinity (normalized) is 0.358.